From a dataset of CYP2C9 inhibition data for predicting drug metabolism from PubChem BioAssay. Regression/Classification. Given a drug SMILES string, predict its absorption, distribution, metabolism, or excretion properties. Task type varies by dataset: regression for continuous measurements (e.g., permeability, clearance, half-life) or binary classification for categorical outcomes (e.g., BBB penetration, CYP inhibition). Dataset: cyp2c9_veith. (1) The molecule is O=C(O)c1cc(N=Nc2ccc([As](=O)(O)O)cc2)ccc1O. The result is 0 (non-inhibitor). (2) The molecule is COc1ccc2c(c1OC)C(=O)N(C(C)C(=O)O)C2=O. The result is 0 (non-inhibitor).